From a dataset of Full USPTO retrosynthesis dataset with 1.9M reactions from patents (1976-2016). Predict the reactants needed to synthesize the given product. (1) Given the product [Cl:12][C:8]1[C:7]([Cl:13])=[C:6]2[C:11]([CH2:2][C:3](=[O:4])[NH:5]2)=[CH:10][CH:9]=1, predict the reactants needed to synthesize it. The reactants are: Cl[CH2:2][C:3]([NH:5][C:6]1[CH:11]=[CH:10][CH:9]=[C:8]([Cl:12])[C:7]=1[Cl:13])=[O:4].[Al+3].[Cl-].[Cl-].[Cl-]. (2) Given the product [CH2:11]([O:18][C:19]1[CH:20]=[C:21]([C@H:25]([OH:29])[CH2:26][C:27]#[N:28])[CH:22]=[CH:23][CH:24]=1)[C:12]1[CH:13]=[CH:14][CH:15]=[CH:16][CH:17]=1, predict the reactants needed to synthesize it. The reactants are: C(O)=O.CCN(CC)CC.[CH2:11]([O:18][C:19]1[CH:20]=[C:21]([C:25](=[O:29])[CH2:26][C:27]#[N:28])[CH:22]=[CH:23][CH:24]=1)[C:12]1[CH:17]=[CH:16][CH:15]=[CH:14][CH:13]=1.C([O-])(O)=O.[Na+]. (3) Given the product [F:1][C:2]1[CH:23]=[CH:22][C:5]2[CH2:6][CH2:7][CH2:8][C:9]3[S:13][C:12]([NH:14][C:15](=[O:21])[CH2:16][CH2:17][CH2:18][CH2:19][NH:20][S:32]([CH3:31])(=[O:34])=[O:33])=[N:11][C:10]=3[C:4]=2[CH:3]=1, predict the reactants needed to synthesize it. The reactants are: [F:1][C:2]1[CH:23]=[CH:22][C:5]2[CH2:6][CH2:7][CH2:8][C:9]3[S:13][C:12]([NH:14][C:15](=[O:21])[CH2:16][CH2:17][CH2:18][CH2:19][NH2:20])=[N:11][C:10]=3[C:4]=2[CH:3]=1.C(N(CC)CC)C.[CH3:31][S:32](Cl)(=[O:34])=[O:33]. (4) The reactants are: [N+:1]([C:4]1[CH:9]=[CH:8][CH:7]=[CH:6][C:5]=1[NH:10][C:11]1[CH:19]=[CH:18][CH:17]=[CH:16][C:12]=1[C:13](O)=[O:14])([O-])=O.[O-]S(S([O-])=O)=O.[Na+].[Na+]. Given the product [CH:16]1[C:12]2[C:13](=[O:14])[NH:1][C:4]3[CH:9]=[CH:8][CH:7]=[CH:6][C:5]=3[NH:10][C:11]=2[CH:19]=[CH:18][CH:17]=1, predict the reactants needed to synthesize it. (5) Given the product [CH2:11]([O:10][C:8]([C:6]1[O:7][C:3]([CH2:2][N:20]2[CH2:25][CH2:24][O:23][CH2:22][CH2:21]2)=[CH:4][CH:5]=1)=[O:9])[CH3:12], predict the reactants needed to synthesize it. The reactants are: Cl[CH2:2][C:3]1[O:7][C:6]([C:8]([O:10][CH2:11][CH3:12])=[O:9])=[CH:5][CH:4]=1.CCN(CC)CC.[NH:20]1[CH2:25][CH2:24][O:23][CH2:22][CH2:21]1. (6) Given the product [Br:8][C:6]1[CH:7]=[C:2]([C:9]2([OH:15])[CH2:14][CH2:13][CH2:12][CH2:11][CH2:10]2)[CH:3]=[N:4][CH:5]=1, predict the reactants needed to synthesize it. The reactants are: Br[C:2]1[CH:3]=[N:4][CH:5]=[C:6]([Br:8])[CH:7]=1.[C:9]1(=[O:15])[CH2:14][CH2:13][CH2:12][CH2:11][CH2:10]1. (7) Given the product [CH3:19][O:18][C:16]([C:15]1[C:5]([OH:4])=[C:7]2[C:12]([CH:11]=[CH:10][C:9]([CH3:29])=[N:8]2)=[CH:13][N:14]=1)=[O:17], predict the reactants needed to synthesize it. The reactants are: C([O:4][C:5]([C:7]1[C:12]([CH2:13][N:14](S(C2C=CC=CC=2)(=O)=O)[CH2:15][C:16]([O:18][CH3:19])=[O:17])=[CH:11][CH:10]=[C:9]([CH3:29])[N:8]=1)=O)(C)C.C[O-].[Na+]. (8) Given the product [C:1]([O:5][C:6]([N:8]1[C:16]2[C:11](=[CH:12][CH:13]=[C:14]([S:22]([CH3:26])(=[O:24])=[O:21])[CH:15]=2)[CH:10]=[C:9]1[CH3:19])=[O:7])([CH3:4])([CH3:3])[CH3:2], predict the reactants needed to synthesize it. The reactants are: [C:1]([O:5][C:6]([N:8]1[C:16]2[C:11](=[CH:12][CH:13]=[C:14](SC)[CH:15]=2)[CH:10]=[C:9]1[CH3:19])=[O:7])([CH3:4])([CH3:3])[CH3:2].O[O:21][S:22]([O-:24])=O.[K+].[CH3:26]O.O. (9) Given the product [F:1][CH:2]([F:5])[CH2:3][O:4][C:7]1[CH:8]=[CH:9][C:10]([N+:17]([O-:19])=[O:18])=[C:11]([CH:16]=1)[C:12]([O:14][CH3:15])=[O:13], predict the reactants needed to synthesize it. The reactants are: [F:1][CH:2]([F:5])[CH2:3][OH:4].F[C:7]1[CH:8]=[CH:9][C:10]([N+:17]([O-:19])=[O:18])=[C:11]([CH:16]=1)[C:12]([O:14][CH3:15])=[O:13].CCN(CC)CC.C(N1CCN2CCN(CC(C)C)P1N(CC(C)C)CC2)C(C)C.